From a dataset of Experimentally validated miRNA-target interactions with 360,000+ pairs, plus equal number of negative samples. Binary Classification. Given a miRNA mature sequence and a target amino acid sequence, predict their likelihood of interaction. (1) The miRNA is hsa-miR-4256 with sequence AUCUGACCUGAUGAAGGU. The protein sequence of the target gene is MMMDLFETGSYFFYLDGENVTLQPLEVAEGSPLYPGSDGTLSPCQDQMPPEAGSDSSGEEHVLAPPGLQPPHCPGQCLIWACKTCKRKSAPTDRRKAATLRERRRLKKINEAFEALKRRTVANPNQRLPKVEILRSAISYIERLQDLLHRLDQQEKMQELGVDPFSYRPKQENLEGADFLRTCSSQWPSVSDHSRGLVITAKEGGASIDSSASSSLRCLSSIVDSISSEERKLPCVEEVVEK. Result: 0 (no interaction). (2) The miRNA is hsa-miR-26b-5p with sequence UUCAAGUAAUUCAGGAUAGGU. The protein sequence of the target gene is MLLPKKMKLLLFLVSQMAILALFFHMYSHNISSLSMKAQPERMHVLVLSSWRSGSSFVGQLFGQHPDVFYLMEPAWHVWMTFKQSTAWMLHMAVRDLIRAVFLCDMSVFDAYMEPGPRRQSSLFQWENSRALCSAPACDIIPQDEIIPRAHCRLLCSQQPFEVVEKACRSYSHVVLKEVRFFNLQSLYPLLKDPSLNLHIVHLVRDPRAVFRSRERTKGDLMIDSRIVMGQHEQKLKKEDQPYYVMQVICQSQLEIYKTIQSLPKALQERYLLVRYEDLARAPVAQTSRMYEFVGLEFLP.... Result: 1 (interaction). (3) The miRNA is hsa-miR-6793-3p with sequence UCCCCAACCCCUGCCCGCAG. The protein sequence of the target gene is MEEEKDDSPQLTGIAVGALLALALVGVLILFMFRRLRQFRQAQPTPQYRFRKRDKVMFYGRKIMRKVTTLPNTLVENTALPRQRARKRTKVLSLAKRILRFKKEYPALQPKEPPPSLLEADLTEFDVKNSHLPSEVLYMLKNVRVLGHFEKPLFLELCKHIVFVQLQEGEHVFQPREPDPSICVVQDGRLEVCIQDTDGTEVVVKEVLAGDSVHSLLSILDIITGHAAPYKTVSVRAAIPSTILRLPAAAFHGVFEKYPETLVRVVQIIMVRLQRVTFLALHNYLGLTTELFNAESQAIP.... Result: 0 (no interaction).